From a dataset of Reaction yield outcomes from USPTO patents with 853,638 reactions. Predict the reaction yield, written as a fraction of the theoretical maximum amount of product (1.0 means a 100% yield; for example, 0.34 means a 34% yield). The reactants are [S:1]1[C:5]2[CH:6]=[C:7]([N:10]3[CH2:14][CH2:13][NH:12][C:11]3=[O:15])[CH:8]=[CH:9][C:4]=2[N:3]=[CH:2]1.Br[C:17]1[CH:18]=[N:19][CH:20]=[C:21]([Cl:24])[C:22]=1[CH3:23].N[C@@H]1CCCC[C@H]1N.P([O-])([O-])([O-])=O.[K+].[K+].[K+]. The catalyst is [Cu](I)I.O1CCOCC1. The product is [S:1]1[C:5]2[CH:6]=[C:7]([N:10]3[CH2:14][CH2:13][N:12]([C:17]4[CH:18]=[N:19][CH:20]=[C:21]([Cl:24])[C:22]=4[CH3:23])[C:11]3=[O:15])[CH:8]=[CH:9][C:4]=2[N:3]=[CH:2]1. The yield is 0.342.